Dataset: Catalyst prediction with 721,799 reactions and 888 catalyst types from USPTO. Task: Predict which catalyst facilitates the given reaction. (1) Reactant: [Cl:1][C:2]1[CH:7]=[CH:6][C:5]([NH:8][C:9]([C:11]2[CH:16]=[CH:15][C:14]([N:17]3[CH2:22][CH2:21][N:20](C(OC(C)(C)C)=O)[CH2:19][C:18]3=[O:30])=[CH:13][CH:12]=2)=[O:10])=[CH:4][C:3]=1[C:31]1[CH:36]=[CH:35][CH:34]=[CH:33][N:32]=1.C(O)(C(F)(F)F)=O. Product: [Cl:1][C:2]1[CH:7]=[CH:6][C:5]([NH:8][C:9](=[O:10])[C:11]2[CH:16]=[CH:15][C:14]([N:17]3[CH2:22][CH2:21][NH:20][CH2:19][C:18]3=[O:30])=[CH:13][CH:12]=2)=[CH:4][C:3]=1[C:31]1[CH:36]=[CH:35][CH:34]=[CH:33][N:32]=1. The catalyst class is: 6. (2) Reactant: [H-].[Na+].[Br:3][C:4]1[CH:5]=[C:6]2[C:10](=[CH:11][CH:12]=1)[NH:9][C:8](=[O:13])[C:7]2=[O:14].[CH3:15][O:16][C:17](=[O:24])[CH:18](Br)[CH2:19][CH:20]([CH3:22])[CH3:21]. Product: [CH3:15][O:16][C:17](=[O:24])[CH:18]([N:9]1[C:10]2[C:6](=[CH:5][C:4]([Br:3])=[CH:12][CH:11]=2)[C:7](=[O:14])[C:8]1=[O:13])[CH2:19][CH:20]([CH3:22])[CH3:21]. The catalyst class is: 35.